This data is from Peptide-MHC class II binding affinity with 134,281 pairs from IEDB. The task is: Regression. Given a peptide amino acid sequence and an MHC pseudo amino acid sequence, predict their binding affinity value. This is MHC class II binding data. (1) The peptide sequence is EVKSFQWTQALRREL. The MHC is DRB1_1501 with pseudo-sequence DRB1_1501. The binding affinity (normalized) is 0.532. (2) The peptide sequence is TAAFGVLLSNFGAPS. The MHC is DRB1_0301 with pseudo-sequence DRB1_0301. The binding affinity (normalized) is 0.247.